From a dataset of Full USPTO retrosynthesis dataset with 1.9M reactions from patents (1976-2016). Predict the reactants needed to synthesize the given product. (1) Given the product [CH3:19][O:20][C:21]1[C:22](=[O:50])[C:23]([CH3:49])=[C:24]([CH2:30][C:31]2[CH:32]=[CH:33][C:34]([O:40][C:41]3[CH:46]=[CH:45][CH:44]=[C:43]([O:47][CH3:48])[CH:42]=3)=[C:35]([CH:39]=2)[C:36]([N:1]2[CH2:6][CH2:5][CH2:4][CH2:3][CH2:2]2)=[O:37])[C:25](=[O:29])[C:26]=1[O:27][CH3:28], predict the reactants needed to synthesize it. The reactants are: [NH:1]1[CH2:6][CH2:5][CH2:4][CH2:3][CH2:2]1.Cl.C(N=C=NCCCN(C)C)C.[CH3:19][O:20][C:21]1[C:22](=[O:50])[C:23]([CH3:49])=[C:24]([CH2:30][C:31]2[CH:32]=[CH:33][C:34]([O:40][C:41]3[CH:46]=[CH:45][CH:44]=[C:43]([O:47][CH3:48])[CH:42]=3)=[C:35]([CH:39]=2)[C:36](O)=[O:37])[C:25](=[O:29])[C:26]=1[O:27][CH3:28]. (2) Given the product [CH3:19][O:18][C:14](=[O:17])[CH2:15][S:16][C:7]1[CH:8]=[CH:9][C:4]([C:2](=[O:3])[CH3:1])=[CH:5][C:6]=1[N+:11]([O-:13])=[O:12], predict the reactants needed to synthesize it. The reactants are: [CH3:1][C:2]([C:4]1[CH:9]=[CH:8][C:7](Cl)=[C:6]([N+:11]([O-:13])=[O:12])[CH:5]=1)=[O:3].[C:14]([O:18][CH3:19])(=[O:17])[CH2:15][SH:16].C([O-])([O-])=O.[K+].[K+]. (3) Given the product [CH3:38][C:33]1[C:32]([NH:29][C:30](=[O:31])[NH:1][C:2]2[CH:7]=[CH:6][C:5]([N:8]3[CH2:13][CH2:12][CH:11]([CH:14]([C:22]4[CH:23]=[CH:24][CH:25]=[CH:26][CH:27]=4)[C:15]([N:17]([CH2:18][CH3:19])[CH2:20][CH3:21])=[O:16])[CH2:10][CH2:9]3)=[C:4]([F:28])[CH:3]=2)=[C:36]([CH3:37])[O:35][N:34]=1, predict the reactants needed to synthesize it. The reactants are: [NH2:1][C:2]1[CH:7]=[CH:6][C:5]([N:8]2[CH2:13][CH2:12][CH:11]([CH:14]([C:22]3[CH:27]=[CH:26][CH:25]=[CH:24][CH:23]=3)[C:15]([N:17]([CH2:20][CH3:21])[CH2:18][CH3:19])=[O:16])[CH2:10][CH2:9]2)=[C:4]([F:28])[CH:3]=1.[N:29]([C:32]1[C:33]([CH3:38])=[N:34][O:35][C:36]=1[CH3:37])=[C:30]=[O:31]. (4) The reactants are: [F:1][C:2]1([F:32])[CH2:6][CH2:5][N:4]([C:7]([C:9]2[CH:10]=[C:11]3[C:16](=[CH:17][CH:18]=2)[CH:15]=[N+:14]([O-])[CH:13]=[C:12]3[C:20]2[CH:25]=[CH:24][C:23]([C:26]3[CH:27]=[N:28][N:29]([CH3:31])[CH:30]=3)=[CH:22][CH:21]=2)=[O:8])[CH2:3]1.S(Cl)(C1C=CC(C)=CC=1)(=O)=O.C(C[NH2:47])O. Given the product [NH2:47][C:15]1[C:16]2[C:11](=[CH:10][C:9]([C:7]([N:4]3[CH2:5][CH2:6][C:2]([F:32])([F:1])[CH2:3]3)=[O:8])=[CH:18][CH:17]=2)[C:12]([C:20]2[CH:25]=[CH:24][C:23]([C:26]3[CH:27]=[N:28][N:29]([CH3:31])[CH:30]=3)=[CH:22][CH:21]=2)=[CH:13][N:14]=1, predict the reactants needed to synthesize it. (5) Given the product [C:1]([O:5][C:6]([NH:8][C@:9]([C:18]1[O:22][C:21]([C:23]2[CH:24]=[C:25]([CH:29]=[C:30]([N:32]([CH2:37][CH2:38][CH3:39])[S:33]([CH3:36])(=[O:34])=[O:35])[CH:31]=2)[C:26]([OH:28])=[O:27])=[N:20][N:19]=1)([CH3:17])[CH2:10][C:11]1[CH:12]=[CH:13][CH:14]=[CH:15][CH:16]=1)=[O:7])([CH3:4])([CH3:3])[CH3:2], predict the reactants needed to synthesize it. The reactants are: [C:1]([O:5][C:6]([NH:8][C:9]([C:18]1[O:22][C:21]([C:23]2[CH:24]=[C:25]([CH:29]=[C:30]([N:32]([CH3:37])[S:33]([CH3:36])(=[O:35])=[O:34])[CH:31]=2)[C:26]([OH:28])=[O:27])=[N:20][N:19]=1)([CH3:17])[CH2:10][C:11]1[CH:16]=[CH:15][CH:14]=[CH:13][CH:12]=1)=[O:7])([CH3:4])([CH3:3])[CH3:2].[CH2:38](I)[CH2:39]C. (6) The reactants are: [CH3:1][CH:2]([CH3:10])[C:3](=O)[C:4]([O:6]CC)=O.[F:11][C:12]1[CH:31]=[CH:30][CH:29]=[CH:28][C:13]=1[CH2:14][N:15]1[C:19]2=[N:20][CH:21]=N[CH:23]=[C:18]2[C:17]([C:24](=[NH:27])[NH:25][NH2:26])=[N:16]1.[CH2:32](O)C. Given the product [F:11][C:12]1[CH:31]=[CH:30][CH:29]=[CH:28][C:13]=1[CH2:14][N:15]1[C:19]2=[N:20][CH:21]=[CH:32][CH:23]=[C:18]2[C:17]([C:24]2[N:25]=[N:26][C:3]([CH:2]([CH3:1])[CH3:10])=[C:4]([OH:6])[N:27]=2)=[N:16]1, predict the reactants needed to synthesize it.